From a dataset of Peptide-MHC class II binding affinity with 134,281 pairs from IEDB. Regression. Given a peptide amino acid sequence and an MHC pseudo amino acid sequence, predict their binding affinity value. This is MHC class II binding data. The MHC is DRB1_0101 with pseudo-sequence DRB1_0101. The binding affinity (normalized) is 0.569. The peptide sequence is KCAKKVLLKIKKGQV.